This data is from Full USPTO retrosynthesis dataset with 1.9M reactions from patents (1976-2016). The task is: Predict the reactants needed to synthesize the given product. (1) Given the product [CH3:22][O:23][C:24](=[O:35])[C:25]1[CH:30]=[C:29]([O:31][CH3:32])[C:28]([NH:33][C:2]2[N:3]=[CH:4][C:5]3[N:11]([CH3:12])[C:10](=[O:13])[C:9]([F:15])([F:14])[CH2:8][N:7]([CH:16]4[CH2:20][CH2:19][CH2:18][CH2:17]4)[C:6]=3[N:21]=2)=[CH:27][C:26]=1[F:34], predict the reactants needed to synthesize it. The reactants are: Cl[C:2]1[N:3]=[CH:4][C:5]2[N:11]([CH3:12])[C:10](=[O:13])[C:9]([F:15])([F:14])[CH2:8][N:7]([CH:16]3[CH2:20][CH2:19][CH2:18][CH2:17]3)[C:6]=2[N:21]=1.[CH3:22][O:23][C:24](=[O:35])[C:25]1[CH:30]=[C:29]([O:31][CH3:32])[C:28]([NH2:33])=[CH:27][C:26]=1[F:34].C(=O)([O-])[O-].[Cs+].[Cs+]. (2) Given the product [CH3:15][O:14][C:12](=[O:13])[C:11](=[O:16])[CH2:4][C:3](=[O:5])[C:6]1[CH:10]=[CH:9][S:8][CH:7]=1, predict the reactants needed to synthesize it. The reactants are: [H-].[Na+].[C:3]([C:6]1[CH:10]=[CH:9][S:8][CH:7]=1)(=[O:5])[CH3:4].[C:11](OC)(=[O:16])[C:12]([O:14][CH3:15])=[O:13]. (3) The reactants are: Cl[C:2]1[C:7]([I:8])=[CH:6][N:5]=[C:4]([S:9][CH3:10])[N:3]=1.C(N(CC)CC)C.Cl.[NH2:19][C@@H:20]1[CH2:24][C@@H:23]([CH2:25][OH:26])[C@@H:22]([OH:27])[C@H:21]1[OH:28]. Given the product [OH:26][CH2:25][C@H:23]1[CH2:24][C@@H:20]([NH:19][C:2]2[C:7]([I:8])=[CH:6][N:5]=[C:4]([S:9][CH3:10])[N:3]=2)[C@H:21]([OH:28])[C@@H:22]1[OH:27], predict the reactants needed to synthesize it.